Dataset: Forward reaction prediction with 1.9M reactions from USPTO patents (1976-2016). Task: Predict the product of the given reaction. (1) Given the reactants [Br:1][C:2]1[CH:3]=[CH:4][C:5]([CH2:8]O)=[N:6][CH:7]=1.C(N(C(C)C)CC)(C)C.[CH3:19][S:20](Cl)(=[O:22])=[O:21].CS([O-])=O.[Na+].C1OCCOCCOCCOCCOCCOC1, predict the reaction product. The product is: [Br:1][C:2]1[CH:3]=[CH:4][C:5]([CH2:8][S:20]([CH3:19])(=[O:22])=[O:21])=[N:6][CH:7]=1. (2) Given the reactants [CH3:1][N:2]([CH:4](OC)OC)[CH3:3].[CH3:9][C:10]1[N:15]=[C:14]([C:16]#[C:17][C:18]2[CH:23]=[CH:22][CH:21]=[CH:20][CH:19]=2)[C:13]([NH2:24])=[CH:12][CH:11]=1, predict the reaction product. The product is: [CH3:1][N:2]([CH3:3])[CH:4]=[N:24][C:13]1[C:14]([C:16]#[C:17][C:18]2[CH:19]=[CH:20][CH:21]=[CH:22][CH:23]=2)=[N:15][C:10]([CH3:9])=[CH:11][CH:12]=1.